From a dataset of Catalyst prediction with 721,799 reactions and 888 catalyst types from USPTO. Predict which catalyst facilitates the given reaction. (1) Reactant: [CH2:1]([N:4]1[C:8]2[CH:9]=[CH:10][C:11]([C:14]([C@H:16]3[C@H:20]([C:21]4[CH:26]=[CH:25][CH:24]=[CH:23][CH:22]=4)[O:19][C:18]([CH3:28])([CH3:27])[O:17]3)=[O:15])=[C:12]([OH:13])[C:7]=2[N:6]=[C:5]1[CH3:29])[CH:2]=[CH2:3].[OH-].[Na+]. Product: [OH:17][C@H:16]([C@@H:20]([OH:19])[C:21]1[CH:26]=[CH:25][CH:24]=[CH:23][CH:22]=1)[C:14]([C:11]1[CH:10]=[CH:9][C:8]2[N:4]([CH2:1][CH:2]=[CH2:3])[C:5]([CH3:29])=[N:6][C:7]=2[C:12]=1[OH:13])=[O:15].[CH:16]([O:17][CH:18]([CH3:28])[CH3:27])([CH3:20])[CH3:14]. The catalyst class is: 33. (2) Reactant: [CH3:1][N:2]1[CH2:7][CH2:6][NH:5][CH2:4][CH2:3]1.C(O)(=O)C.[F:12][C:13]1[C:39]([F:40])=[CH:38][CH:37]=[CH:36][C:14]=1[CH2:15][S:16][C:17]1[N:22]=[C:21]([NH:23][S:24]([N:27]2[CH2:32][CH2:31][C:30](=O)[CH2:29][CH2:28]2)(=[O:26])=[O:25])[CH:20]=[C:19]([O:34][CH3:35])[N:18]=1.C(O[BH-](OC(=O)C)OC(=O)C)(=O)C.[Na+]. Product: [F:12][C:13]1[C:39]([F:40])=[CH:38][CH:37]=[CH:36][C:14]=1[CH2:15][S:16][C:17]1[N:22]=[C:21]([NH:23][S:24]([N:27]2[CH2:28][CH2:29][CH:30]([N:5]3[CH2:6][CH2:7][N:2]([CH3:1])[CH2:3][CH2:4]3)[CH2:31][CH2:32]2)(=[O:25])=[O:26])[CH:20]=[C:19]([O:34][CH3:35])[N:18]=1. The catalyst class is: 2.